From a dataset of Forward reaction prediction with 1.9M reactions from USPTO patents (1976-2016). Predict the product of the given reaction. (1) Given the reactants Br[C:2]1[C:3]([NH:9][C:10](=[O:13])[CH2:11]I)=[N:4][CH:5]=[C:6]([Br:8])[N:7]=1.[O:14]1[CH2:19][CH2:18][CH:17]([CH2:20][NH2:21])[CH2:16][CH2:15]1.C(N(C(C)C)CC)(C)C, predict the reaction product. The product is: [Br:8][C:6]1[N:7]=[C:2]2[N:21]([CH2:20][CH:17]3[CH2:18][CH2:19][O:14][CH2:15][CH2:16]3)[CH2:11][C:10](=[O:13])[NH:9][C:3]2=[N:4][CH:5]=1. (2) Given the reactants [Cl-].C[SiH](C)C.[F:6][C:7]1[CH:8]=[C:9]([CH:12]=[CH:13][CH:14]=1)[CH2:10]Br.[Cl:15][C:16]1[CH:21]=[C:20](Cl)[N:19]=[CH:18][N:17]=1.O, predict the reaction product. The product is: [Cl:15][C:16]1[CH:21]=[C:20]([CH2:10][C:9]2[CH:12]=[CH:13][CH:14]=[C:7]([F:6])[CH:8]=2)[N:19]=[CH:18][N:17]=1.